Predict the reactants needed to synthesize the given product. From a dataset of Full USPTO retrosynthesis dataset with 1.9M reactions from patents (1976-2016). (1) Given the product [F:17][C:14]1[CH:15]=[CH:16][C:11]([CH2:10][N:7]([O:8][CH3:9])[C:6]([C:5]2[CH2:30][N:31]([CH3:32])[C:3](=[O:21])[C:4]=2[OH:20])=[O:19])=[CH:12][C:13]=1[CH3:18], predict the reactants needed to synthesize it. The reactants are: CO[C:3](=[O:21])[C:4]([OH:20])=[CH:5][C:6](=[O:19])[N:7]([CH2:10][C:11]1[CH:16]=[CH:15][C:14]([F:17])=[C:13]([CH3:18])[CH:12]=1)[O:8][CH3:9].C=O.CN.ClC1C=C(C=CC=1Cl)[CH2:30][N:31](C)[C:32](C1CN(C)C(=O)C=1O)=O. (2) Given the product [C:1]([O:5][C:6]([NH:8][C@H:9]([C:29]([O:31][CH3:32])=[O:30])[CH2:10][C:11]1[CH:12]=[CH:13][C:14]([N:17]2[C:22](=[O:23])[C:21]3[CH:24]=[CH:25][N:26]=[CH:27][C:20]=3[N:19]([CH3:33])[C:18]2=[O:28])=[CH:15][CH:16]=1)=[O:7])([CH3:3])([CH3:4])[CH3:2], predict the reactants needed to synthesize it. The reactants are: [C:1]([O:5][C:6]([NH:8][C@H:9]([C:29]([O:31][CH3:32])=[O:30])[CH2:10][C:11]1[CH:16]=[CH:15][C:14]([N:17]2[C:22](=[O:23])[C:21]3[CH:24]=[CH:25][N:26]=[CH:27][C:20]=3[NH:19][C:18]2=[O:28])=[CH:13][CH:12]=1)=[O:7])([CH3:4])([CH3:3])[CH3:2].[C:33](=O)([O-])[O-].[K+].[K+].CI. (3) The reactants are: [ClH:1].CO[C:4]1[CH:5]=[C:6]2[C:9](=[CH:10][C:11]=1[O:12][CH3:13])[CH:8]([CH2:14][N:15](C)[CH2:16][CH2:17][C:18]([N:20]1[CH2:26][CH2:25][C:24]3[CH:27]=[C:28]([O:33][CH3:34])[C:29]([O:31][CH3:32])=[CH:30][C:23]=3[CH2:22][CH2:21]1)=[O:19])[CH2:7]2.C1C[O:39][CH2:38]C1. Given the product [ClH:1].[CH3:13][O:12][C:11]1[C:10]([O:39][CH3:38])=[C:9]2[C:6]([CH2:7][CH:8]2[CH2:14][NH:15][CH2:16][CH2:17][C:18]([N:20]2[CH2:26][CH2:25][C:24]3[CH:27]=[C:28]([O:33][CH3:34])[C:29]([O:31][CH3:32])=[CH:30][C:23]=3[CH2:22][CH2:21]2)=[O:19])=[CH:5][CH:4]=1, predict the reactants needed to synthesize it. (4) Given the product [C:23]([O:27][C:28](=[O:40])[CH:29]([NH:30][CH2:16][CH2:15][N:14]1[C:13]2[C:8]([C:9](=[O:19])[NH:10][C:11](=[O:18])[N:12]=2)=[N:7][C:6]2[CH:20]=[C:2]([CH3:1])[C:3]([CH3:21])=[CH:4][C:5]1=2)[CH2:31][CH2:32][C:33]([O:35][C:36]([CH3:39])([CH3:38])[CH3:37])=[O:34])([CH3:26])([CH3:24])[CH3:25], predict the reactants needed to synthesize it. The reactants are: [CH3:1][C:2]1[C:3]([CH3:21])=[CH:4][C:5]2[N:14]([CH2:15][CH:16]=O)[C:13]3[C:8]([C:9](=[O:19])[NH:10][C:11](=[O:18])[N:12]=3)=[N:7][C:6]=2[CH:20]=1.Cl.[C:23]([O:27][C:28](=[O:40])[C@H:29]([CH2:31][CH2:32][C:33]([O:35][C:36]([CH3:39])([CH3:38])[CH3:37])=[O:34])[NH2:30])([CH3:26])([CH3:25])[CH3:24].C(O)(=O)C.C([BH3-])#N.[Na+].